This data is from Full USPTO retrosynthesis dataset with 1.9M reactions from patents (1976-2016). The task is: Predict the reactants needed to synthesize the given product. (1) Given the product [OH:4][CH2:5][C:6]1[CH:11]=[C:10]([O:12][C@@H:13]2[CH2:17][CH2:16][O:15][CH2:14]2)[CH:9]=[C:8]([CH3:18])[C:7]=1[C:19]1[CH:24]=[CH:23][CH:22]=[C:21]([CH2:25][O:26][C:27]2[CH:40]=[CH:39][C:30]3[C@H:31]([CH2:34][C:35]([OH:37])=[O:36])[CH2:32][O:33][C:29]=3[CH:28]=2)[CH:20]=1, predict the reactants needed to synthesize it. The reactants are: C([O:4][CH2:5][C:6]1[CH:11]=[C:10]([O:12][C@@H:13]2[CH2:17][CH2:16][O:15][CH2:14]2)[CH:9]=[C:8]([CH3:18])[C:7]=1[C:19]1[CH:24]=[CH:23][CH:22]=[C:21]([CH2:25][O:26][C:27]2[CH:40]=[CH:39][C:30]3[C@H:31]([CH2:34][C:35]([O:37]C)=[O:36])[CH2:32][O:33][C:29]=3[CH:28]=2)[CH:20]=1)(=O)C.[OH-].[Li+].O.[OH-].[Na+]. (2) Given the product [Si:41]([O:40][CH2:39][C@@H:38]1[CH2:37][CH2:36][C:35](=[O:48])[N:34]1[C:28]1[CH:29]=[C:30]([F:33])[CH:31]=[CH:32][C:27]=1[CH2:26][NH:25][C:22]([C:10]1[N:11]=[C:12]2[N:17]([C:18](=[O:19])[C:9]=1[O:8][CH2:1][C:2]1[CH:3]=[CH:4][CH:5]=[CH:6][CH:7]=1)[CH2:16][CH2:15][O:14][C:13]2([CH3:20])[CH3:21])=[O:23])([C:44]([CH3:47])([CH3:46])[CH3:45])([CH3:43])[CH3:42], predict the reactants needed to synthesize it. The reactants are: [CH2:1]([O:8][C:9]1[C:18](=[O:19])[N:17]2[C:12]([C:13]([CH3:21])([CH3:20])[O:14][CH2:15][CH2:16]2)=[N:11][C:10]=1[C:22](O)=[O:23])[C:2]1[CH:7]=[CH:6][CH:5]=[CH:4][CH:3]=1.[NH2:25][CH2:26][C:27]1[CH:32]=[CH:31][C:30]([F:33])=[CH:29][C:28]=1[N:34]1[C@H:38]([CH2:39][O:40][Si:41]([C:44]([CH3:47])([CH3:46])[CH3:45])([CH3:43])[CH3:42])[CH2:37][CH2:36][C:35]1=[O:48].